Dataset: Full USPTO retrosynthesis dataset with 1.9M reactions from patents (1976-2016). Task: Predict the reactants needed to synthesize the given product. (1) Given the product [F:24][C:21]1[CH:22]=[CH:23][C:18]([C:15]2[CH:16]=[CH:17][N:13]([CH2:12][CH:11]=[O:10])[N:14]=2)=[N:19][CH:20]=1, predict the reactants needed to synthesize it. The reactants are: FC(F)(F)C(O)=O.C([O:10][CH:11](OCC)[CH2:12][N:13]1[CH:17]=[CH:16][C:15]([C:18]2[CH:23]=[CH:22][C:21]([F:24])=[CH:20][N:19]=2)=[N:14]1)C.C([O-])(O)=O.[Na+]. (2) Given the product [CH2:2]([C:1]12[CH2:13][CH:7]([CH2:12][CH2:11]1)[CH:8]=[CH:9]2)[CH2:3][CH2:4][CH2:5][CH2:6][CH3:15], predict the reactants needed to synthesize it. The reactants are: [CH2:1]=[CH:2][CH2:3][CH2:4][CH2:5][CH3:6].[C:7]1([CH3:13])[CH:12]=[CH:11]C=[CH:9][CH:8]=1.Cl[CH2:15]Cl. (3) Given the product [CH:6]12[CH2:7][CH:8]3[CH2:9][CH:10]([CH2:11][CH:4]([CH2:13]3)[CH:5]1[NH:14][C:15]([C:17]1[C:18]([S:3][CH2:1][CH3:2])=[N:19][C:20]([Cl:23])=[CH:21][CH:22]=1)=[O:16])[CH2:12]2, predict the reactants needed to synthesize it. The reactants are: [CH2:1]([SH:3])[CH3:2].[CH:4]12[CH2:13][CH:8]3[CH2:9][CH:10]([CH2:12][CH:6]([CH2:7]3)[CH:5]1[NH:14][C:15]([C:17]1[C:18](Cl)=[N:19][C:20]([Cl:23])=[CH:21][CH:22]=1)=[O:16])[CH2:11]2.C(=O)([O-])[O-].[Na+].[Na+]. (4) The reactants are: [CH3:1][N:2]1[CH2:7][CH2:6][C:5](=[O:8])[CH2:4][CH2:3]1.[S:9]([O:14]C)([O:12][CH3:13])(=[O:11])=[O:10]. Given the product [CH3:13][O:12][S:9]([O-:14])(=[O:11])=[O:10].[CH3:1][N+:2]1([CH3:13])[CH2:7][CH2:6][C:5](=[O:8])[CH2:4][CH2:3]1, predict the reactants needed to synthesize it. (5) Given the product [CH2:13]1[CH2:1][CH2:2][CH2:3][N:17]([CH2:24][CH2:23][N:22]=[C:21]([NH2:37])[NH2:20])[CH2:16][CH2:18][CH2:19]1, predict the reactants needed to synthesize it. The reactants are: [CH2:1]([C:13]1[CH:19]=[CH:18][C:16]([NH2:17])=CC=1)[CH2:2][CH2:3]CCCCCCCCC.[NH:20]1[CH:24]=[CH:23][N:22]=[CH:21]1.C(Cl)(=O)C=C.C([O-])(O)=O.[Na+].C([N:37](CC)CC)C. (6) The reactants are: [CH2:1]([O:3][C:4]([C:6]1[C:10]([C:11]2[CH:16]=[CH:15][C:14]([Cl:17])=[CH:13][CH:12]=2)=[CH:9][S:8][C:7]=1[NH2:18])=[O:5])[CH3:2].[C:19]1(=O)[O:24][C:22](=[O:23])[C:21]2=[CH:25][CH:26]=[CH:27][CH:28]=[C:20]12. Given the product [CH2:1]([O:3][C:4]([C:6]1[C:10]([C:11]2[CH:16]=[CH:15][C:14]([Cl:17])=[CH:13][CH:12]=2)=[CH:9][S:8][C:7]=1[N:18]1[C:22](=[O:23])[C:21]2[C:20](=[CH:28][CH:27]=[CH:26][CH:25]=2)[C:19]1=[O:24])=[O:5])[CH3:2], predict the reactants needed to synthesize it. (7) Given the product [F:24][C:19]1[CH:20]=[CH:21][CH:22]=[CH:23][C:18]=1[C:16]1[N:17]=[C:12]2[CH:11]=[N:10][N:9]([CH2:8][C:5]3[N:6]=[N:7][C:2]([C:29]4[CH:30]=[CH:31][C:26]([OH:25])=[CH:27][C:28]=4[C:35]([F:36])([F:37])[F:38])=[CH:3][CH:4]=3)[CH:14]=[C:13]2[N:15]=1, predict the reactants needed to synthesize it. The reactants are: Cl[C:2]1[N:7]=[N:6][C:5]([CH2:8][N:9]2[CH:14]=[C:13]3[N:15]=[C:16]([C:18]4[CH:23]=[CH:22][CH:21]=[CH:20][C:19]=4[F:24])[N:17]=[C:12]3[CH:11]=[N:10]2)=[CH:4][CH:3]=1.[OH:25][C:26]1[CH:31]=[CH:30][C:29](B(O)O)=[C:28]([C:35]([F:38])([F:37])[F:36])[CH:27]=1.